This data is from Full USPTO retrosynthesis dataset with 1.9M reactions from patents (1976-2016). The task is: Predict the reactants needed to synthesize the given product. (1) Given the product [CH3:1][C:2]1[CH:15]=[C:14]2[C:5]([S:6][C:7]3[CH:8]=[CH:9][CH:10]=[C:11]([C:17]([Cl:22])=[O:19])[C:12]=3[C:13]2=[O:16])=[CH:4][CH:3]=1, predict the reactants needed to synthesize it. The reactants are: [CH3:1][C:2]1[CH:15]=[C:14]2[C:5]([S:6][C:7]3[CH:8]=[CH:9][CH:10]=[C:11]([C:17]([OH:19])=O)[C:12]=3[C:13]2=[O:16])=[CH:4][CH:3]=1.S(Cl)([Cl:22])=O. (2) The reactants are: Cl[C:2]([O:4][C:5]1[CH:10]=[CH:9][CH:8]=[CH:7][CH:6]=1)=[O:3].[NH2:11][C:12]1([C:36]2[C:37]([O:42][CH2:43][CH3:44])=[N:38][CH:39]=[CH:40][CH:41]=2)[C:20]2[C:15](=[CH:16][CH:17]=[C:18]([Cl:21])[CH:19]=2)[N:14]([S:22]([C:25]2[CH:30]=[CH:29][C:28]([O:31][CH3:32])=[CH:27][C:26]=2[O:33][CH3:34])(=[O:24])=[O:23])[C:13]1=[O:35]. Given the product [C:5]1([O:4][C:2](=[O:3])[NH:11][C:12]2([C:36]3[C:37]([O:42][CH2:43][CH3:44])=[N:38][CH:39]=[CH:40][CH:41]=3)[C:20]3[C:15](=[CH:16][CH:17]=[C:18]([Cl:21])[CH:19]=3)[N:14]([S:22]([C:25]3[CH:30]=[CH:29][C:28]([O:31][CH3:32])=[CH:27][C:26]=3[O:33][CH3:34])(=[O:24])=[O:23])[C:13]2=[O:35])[CH:10]=[CH:9][CH:8]=[CH:7][CH:6]=1, predict the reactants needed to synthesize it. (3) Given the product [N+:1]([C:4]1[CH:5]=[C:6]([N:10]2[C:11]3[C:12](=[CH:15][CH:16]=[CH:17][N:18]=3)[CH:13]=[C:30]([CH2:29][CH2:28][CH2:27][CH2:26][CH2:25][C:21]3[CH:20]=[N:19][CH:24]=[CH:23][CH:22]=3)[C:31]2=[O:32])[CH:7]=[CH:8][CH:9]=1)([O-:3])=[O:2], predict the reactants needed to synthesize it. The reactants are: [N+:1]([C:4]1[CH:5]=[C:6]([NH:10][C:11]2[N:18]=[CH:17][CH:16]=[CH:15][C:12]=2[CH:13]=O)[CH:7]=[CH:8][CH:9]=1)([O-:3])=[O:2].[N:19]1[CH:24]=[CH:23][CH:22]=[C:21]([CH2:25][CH2:26][CH2:27][CH2:28][CH2:29][CH2:30][C:31](OC)=[O:32])[CH:20]=1.[Li+].CC([N-]C(C)C)C. (4) Given the product [Na+:55].[F:1][C:2]1[C:7]([F:8])=[CH:6][CH:5]=[CH:4][C:3]=1[C:9]1[N:50]=[C:12]2[CH:13]=[N:14][N:15]([CH:17]([C:31]3[O:35][N:34]=[C:33]([C:36]4[CH:41]=[CH:40][C:39]([O:42][CH2:43][CH2:44][CH3:45])=[CH:38][C:37]=4[C:46]([F:48])([F:47])[F:49])[CH:32]=3)[C:18]([O:20][CH2:21][CH2:22][C:23]([NH:25][C@H:26]([C:28]([O-:30])=[O:29])[CH3:27])=[O:24])=[O:19])[CH:16]=[C:11]2[N:10]=1, predict the reactants needed to synthesize it. The reactants are: [F:1][C:2]1[C:7]([F:8])=[CH:6][CH:5]=[CH:4][C:3]=1[C:9]1[N:50]=[C:12]2[CH:13]=[N:14][N:15]([CH:17]([C:31]3[O:35][N:34]=[C:33]([C:36]4[CH:41]=[CH:40][C:39]([O:42][CH2:43][CH2:44][CH3:45])=[CH:38][C:37]=4[C:46]([F:49])([F:48])[F:47])[CH:32]=3)[C:18]([O:20][CH2:21][CH2:22][C:23]([NH:25][C@H:26]([C:28]([OH:30])=[O:29])[CH3:27])=[O:24])=[O:19])[CH:16]=[C:11]2[N:10]=1.C(=O)(O)[O-].[Na+:55]. (5) Given the product [NH2:1][CH2:4][CH2:5][CH2:6][O:7][C@@H:8]1[C@@H:16]([O:17][CH2:18][CH2:19][CH2:20][NH2:21])[C@@H:15]([O:24][CH2:25][CH2:26][CH2:27][NH2:28])[C@@H:14]([CH2:31][O:32][CH2:33][CH2:34][CH2:35][NH2:36])[O:13][C@@H:9]1[O:10][CH2:11][CH3:12], predict the reactants needed to synthesize it. The reactants are: [N:1]([CH2:4][CH2:5][CH2:6][O:7][C@@H:8]1[C@@H:16]([O:17][CH2:18][CH2:19][CH2:20][N:21]=[N+]=[N-])[C@@H:15]([O:24][CH2:25][CH2:26][CH2:27][N:28]=[N+]=[N-])[C@@H:14]([CH2:31][O:32][CH2:33][CH2:34][CH2:35][N:36]=[N+]=[N-])[O:13][C@@H:9]1[O:10][CH2:11][CH3:12])=[N+]=[N-]. (6) Given the product [NH2:18][C:19]1[CH:28]=[C:27]([N:29]2[CH2:34][CH2:33][N:32]([C:14]([C:13]3[C:9]([C:4]4[CH:5]=[CH:6][CH:7]=[CH:8][C:3]=4[O:2][CH3:1])=[N:10][O:11][C:12]=3[CH3:17])=[O:16])[CH2:31][CH2:30]2)[C:26]([Cl:35])=[CH:25][C:20]=1[C:21]([O:23][CH3:24])=[O:22], predict the reactants needed to synthesize it. The reactants are: [CH3:1][O:2][C:3]1[CH:8]=[CH:7][CH:6]=[CH:5][C:4]=1[C:9]1[C:13]([C:14]([OH:16])=O)=[C:12]([CH3:17])[O:11][N:10]=1.[NH2:18][C:19]1[CH:28]=[C:27]([N:29]2[CH2:34][CH2:33][NH:32][CH2:31][CH2:30]2)[C:26]([Cl:35])=[CH:25][C:20]=1[C:21]([O:23][CH3:24])=[O:22].